This data is from Full USPTO retrosynthesis dataset with 1.9M reactions from patents (1976-2016). The task is: Predict the reactants needed to synthesize the given product. Given the product [F:1][C:2]1[CH:3]=[CH:4][C:5]([C@:8]23[CH2:16][N:15]([C:17]4[N:22]=[CH:21][C:20]([F:23])=[CH:19][N:18]=4)[CH2:14][C@H:13]2[CH2:12][S:11][C:10]([NH2:24])=[N:9]3)=[N:6][CH:7]=1, predict the reactants needed to synthesize it. The reactants are: [F:1][C:2]1[CH:3]=[CH:4][C:5]([C:8]23[CH2:16][N:15]([C:17]4[N:22]=[CH:21][C:20]([F:23])=[CH:19][N:18]=4)[CH2:14][CH:13]2[CH2:12][S:11][C:10]([NH2:24])=[N:9]3)=[N:6][CH:7]=1.C(O)C.